Regression. Given a peptide amino acid sequence and an MHC pseudo amino acid sequence, predict their binding affinity value. This is MHC class I binding data. From a dataset of Peptide-MHC class I binding affinity with 185,985 pairs from IEDB/IMGT. (1) The peptide sequence is KRFYQTVGF. The MHC is HLA-A11:01 with pseudo-sequence HLA-A11:01. The binding affinity (normalized) is 0.0847. (2) The peptide sequence is IIHILKRL. The MHC is H-2-Db with pseudo-sequence H-2-Db. The binding affinity (normalized) is 0.00610.